Dataset: Catalyst prediction with 721,799 reactions and 888 catalyst types from USPTO. Task: Predict which catalyst facilitates the given reaction. (1) Reactant: [CH2:1]([O:3][C:4]1[CH:9]=[CH:8][C:7]([C:10]2[CH2:15][CH2:14][CH:13]([CH:16]3[CH2:25][CH2:24][C:19]4([O:23][CH2:22][CH2:21][O:20]4)[CH2:18][CH2:17]3)[CH2:12][CH:11]=2)=[C:6]([F:26])[C:5]=1[F:27])[CH3:2].C([OH:30])C.[OH-].[Na+].OO. Product: [O:23]1[C:19]2([CH2:24][CH2:25][CH:16]([CH:13]3[CH2:14][CH:15]([OH:30])[CH:10]([C:7]4[CH:8]=[CH:9][C:4]([O:3][CH2:1][CH3:2])=[C:5]([F:27])[C:6]=4[F:26])[CH2:11][CH2:12]3)[CH2:17][CH2:18]2)[O:20][CH2:21][CH2:22]1. The catalyst class is: 20. (2) Reactant: C[Si]([N-][Si](C)(C)C)(C)C.[Na+].[CH2:11]([C@@H:15]1[C@@H:18]([CH2:19][CH2:20][CH2:21][CH2:22][CH3:23])[O:17][C:16]1=[O:24])[CH2:12][CH2:13][CH3:14].[CH2:25]([O:32][C:33](Cl)=[O:34])[C:26]1[CH:31]=[CH:30][CH:29]=[CH:28][CH:27]=1. Product: [CH2:11]([C@@:15]1([C:33]([O:32][CH2:25][C:26]2[CH:31]=[CH:30][CH:29]=[CH:28][CH:27]=2)=[O:34])[C@H:18]([CH2:19][CH2:20][CH2:21][CH2:22][CH3:23])[O:17][C:16]1=[O:24])[CH2:12][CH2:13][CH3:14]. The catalyst class is: 1.